This data is from Reaction yield outcomes from USPTO patents with 853,638 reactions. The task is: Predict the reaction yield, written as a fraction of the theoretical maximum amount of product (1.0 means a 100% yield; for example, 0.34 means a 34% yield). (1) The reactants are C(OP([CH2:9][C:10]([O:12][CH2:13][CH3:14])=[O:11])(OCC)=O)C.[H-].[Na+].[CH2:17]([O:21][C:22]1[CH:26]=[C:25]([CH:27]=O)[N:24]([CH2:29][C:30]2[CH:35]=[CH:34][C:33]([C:36]([F:39])([F:38])[F:37])=[CH:32][CH:31]=2)[N:23]=1)[CH2:18][CH2:19][CH3:20].[Cl-].[NH4+]. The catalyst is CN(C)C=O.O1CCCC1. The product is [CH2:17]([O:21][C:22]1[CH:26]=[C:25](/[CH:27]=[CH:9]/[C:10]([O:12][CH2:13][CH3:14])=[O:11])[N:24]([CH2:29][C:30]2[CH:31]=[CH:32][C:33]([C:36]([F:38])([F:39])[F:37])=[CH:34][CH:35]=2)[N:23]=1)[CH2:18][CH2:19][CH3:20]. The yield is 0.720. (2) The reactants are [F:1][C:2]1[CH:7]=[C:6]([F:8])[CH:5]=[CH:4][C:3]=1[CH2:9][NH:10][C:11]([C:13]1[C:14](=[O:46])[C:15]([O:38]CC2C=CC=CC=2)=[C:16]2[C:35](=[O:36])[N:20]3[CH:21]4[CH2:28][CH2:27][CH:26]([C:29]5[CH:34]=[CH:33][CH:32]=[CH:31][CH:30]=5)[CH2:25][CH:22]4[CH2:23][O:24][CH:19]3[CH2:18][N:17]2[CH:37]=1)=[O:12].[F:1][C:2]1[CH:7]=[C:6]([F:8])[CH:5]=[CH:4][C:3]=1[CH2:9][NH:10][C:11]([C:13]1[C:14](=[O:46])[C:15]([OH:38])=[C:16]2[C:35](=[O:36])[N:20]3[CH:21]4[CH2:28][CH2:27][CH:26]([C:29]5[CH:34]=[CH:33][CH:32]=[CH:31][CH:30]=5)[CH2:25][CH:22]4[CH2:23][O:24][CH:19]3[CH2:18][N:17]2[CH:37]=1)=[O:12]. The catalyst is CO.[Pd]. The product is [F:1][C:2]1[CH:7]=[C:6]([F:8])[CH:5]=[CH:4][C:3]=1[CH2:9][NH:10][C:11]([C:13]1[C:14](=[O:46])[C:15]([OH:38])=[C:16]2[C:35](=[O:36])[N:20]3[CH:21]4[CH2:28][CH2:27][CH:26]([C:29]5[CH:34]=[CH:33][CH:32]=[CH:31][CH:30]=5)[CH2:25][CH:22]4[CH2:23][O:24][CH:19]3[CH2:18][N:17]2[CH:37]=1)=[O:12]. The yield is 0.570. (3) The reactants are [AlH4-].[Li+].[CH2:3]([O:10][CH2:11][C:12]1([C:25](OC)=[O:26])[CH2:17][CH2:16][N:15]([C:18]([O:20][C:21]([CH3:24])([CH3:23])[CH3:22])=[O:19])[CH2:14][CH2:13]1)[C:4]1[CH:9]=[CH:8][CH:7]=[CH:6][CH:5]=1. The catalyst is O1CCCC1. The product is [CH2:3]([O:10][CH2:11][C:12]1([CH2:25][OH:26])[CH2:13][CH2:14][N:15]([C:18]([O:20][C:21]([CH3:22])([CH3:23])[CH3:24])=[O:19])[CH2:16][CH2:17]1)[C:4]1[CH:9]=[CH:8][CH:7]=[CH:6][CH:5]=1. The yield is 0.460. (4) The reactants are CN(C)C=O.[CH3:6][C@@:7]1([CH2:10][N:11]2[CH:15]=[C:14]([N+:16]([O-:18])=[O:17])[N:13]=[C:12]2[S:19][C:20]2[CH:25]=[CH:24][C:23]([N+:26]([O-:28])=[O:27])=[CH:22][CH:21]=2)[CH2:9][O:8]1.[N:29]1([C:35]([O:37][CH2:38][CH:39]=[CH:40][C:41]2[CH:46]=[CH:45][C:44]([C:47]([F:50])([F:49])[F:48])=[CH:43][CH:42]=2)=[O:36])[CH2:34][CH2:33][NH:32][CH2:31][CH2:30]1.O. The catalyst is C(OCC)(=O)C. The product is [N+:16]([C:14]1[N:13]=[C:12]([S:19][C:20]2[CH:25]=[CH:24][C:23]([N+:26]([O-:28])=[O:27])=[CH:22][CH:21]=2)[N:11]([CH2:10][C@:7]([OH:8])([CH3:6])[CH2:9][N:32]2[CH2:31][CH2:30][N:29]([C:35]([O:37][CH2:38][CH:39]=[CH:40][C:41]3[CH:46]=[CH:45][C:44]([C:47]([F:49])([F:50])[F:48])=[CH:43][CH:42]=3)=[O:36])[CH2:34][CH2:33]2)[CH:15]=1)([O-:18])=[O:17]. The yield is 0.900. (5) The reactants are [N:1]([CH2:4][C@H:5]([CH3:26])[C@@H:6]([O:18][Si:19]([C:22]([CH3:25])([CH3:24])[CH3:23])([CH3:21])[CH3:20])[C@H:7]([NH:10][C:11](=[O:17])[O:12][C:13]([CH3:16])([CH3:15])[CH3:14])[CH2:8][OH:9])=[N+:2]=[N-:3].[CH3:27][S:28](Cl)(=[O:30])=[O:29]. The catalyst is N1C=CC=CC=1.CN(C1C=CN=CC=1)C.CCOCC.C(OCC)(=O)C. The product is [CH3:27][S:28]([O:9][CH2:8][C@@H:7]([NH:10][C:11]([O:12][C:13]([CH3:16])([CH3:14])[CH3:15])=[O:17])[C@H:6]([O:18][Si:19]([C:22]([CH3:25])([CH3:24])[CH3:23])([CH3:20])[CH3:21])[C@@H:5]([CH3:26])[CH2:4][N:1]=[N+:2]=[N-:3])(=[O:30])=[O:29]. The yield is 0.900. (6) The reactants are [OH:1][CH:2]([C:18]1[O:19][C:20]([C:23]2[N:28]=[C:27]([C:29]([O:31][CH3:32])=[O:30])[CH:26]=[CH:25][CH:24]=2)=[CH:21][N:22]=1)[CH2:3][CH2:4][C:5]1[CH:10]=[CH:9][C:8]([O:11][C:12]2[CH:17]=[CH:16][CH:15]=[CH:14][CH:13]=2)=[CH:7][CH:6]=1.CC(OI1(OC(C)=O)(OC(C)=O)OC(=O)C2C=CC=CC1=2)=O.C([O-])(O)=O.[Na+]. The catalyst is C(Cl)Cl. The product is [O:11]([C:8]1[CH:7]=[CH:6][C:5]([CH2:4][CH2:3][C:2]([C:18]2[O:19][C:20]([C:23]3[N:28]=[C:27]([C:29]([O:31][CH3:32])=[O:30])[CH:26]=[CH:25][CH:24]=3)=[CH:21][N:22]=2)=[O:1])=[CH:10][CH:9]=1)[C:12]1[CH:17]=[CH:16][CH:15]=[CH:14][CH:13]=1. The yield is 0.920. (7) The reactants are C(OC(=O)[NH:7][C:8]1[S:9][C:10]([CH2:14][C:15]2[C:23]3[C:18](=[N:19][CH:20]=[C:21]([Cl:24])[CH:22]=3)[N:17]([S:25]([C:28]3[CH:33]=[CH:32][CH:31]=[CH:30][CH:29]=3)(=[O:27])=[O:26])[CH:16]=2)=[C:11]([Cl:13])[N:12]=1)(C)(C)C.Cl. The catalyst is ClCCl. The product is [C:28]1([S:25]([N:17]2[C:18]3=[N:19][CH:20]=[C:21]([Cl:24])[CH:22]=[C:23]3[C:15]([CH2:14][C:10]3[S:9][C:8]([NH2:7])=[N:12][C:11]=3[Cl:13])=[CH:16]2)(=[O:27])=[O:26])[CH:29]=[CH:30][CH:31]=[CH:32][CH:33]=1. The yield is 0.742. (8) The reactants are [CH3:1][C:2]1([CH3:15])[C:10](=[O:11])[N:9]2[CH:4]([CH2:5][CH2:6][CH:7]([C:12]([OH:14])=O)[CH2:8]2)[CH2:3]1.[Cl:16][C:17]1[C:18]([CH2:23][NH2:24])=[N:19][CH:20]=[CH:21][N:22]=1.CN(C(ON1N=NC2C=CC=NC1=2)=[N+](C)C)C.F[P-](F)(F)(F)(F)F. The catalyst is C1COCC1. The product is [Cl:16][C:17]1[C:18]([CH2:23][NH:24][C:12]([CH:7]2[CH2:6][CH2:5][CH:4]3[N:9]([C:10](=[O:11])[C:2]([CH3:1])([CH3:15])[CH2:3]3)[CH2:8]2)=[O:14])=[N:19][CH:20]=[CH:21][N:22]=1. The yield is 0.883. (9) The reactants are [Cl:1][C:2]1[CH:7]=[CH:6][CH:5]=[C:4]([Cl:8])[C:3]=1[N:9]=[C:10]1[NH:14][C:13](=[O:15])[CH2:12][S:11]1.[CH3:16][C:17]1[O:18][C:19]2[CH:25]=[C:24]([CH:26]=O)[CH:23]=[CH:22][C:20]=2[N:21]=1.C([O-])(=O)C.[Na+].O. The catalyst is C(O)(=O)C. The product is [Cl:8][C:4]1[CH:5]=[CH:6][CH:7]=[C:2]([Cl:1])[C:3]=1[N:9]=[C:10]1[NH:14][C:13](=[O:15])[C:12](=[CH:26][C:24]2[CH:23]=[CH:22][C:20]3[N:21]=[C:17]([CH3:16])[O:18][C:19]=3[CH:25]=2)[S:11]1. The yield is 0.150. (10) The reactants are O.[NH2:2][NH2:3].CO[C:6](=[O:27])[C:7]([NH:9][C:10]1[CH:11]=[CH:12][C:13]([O:16][C:17]2[CH:26]=[CH:25][C:20]([C:21]([O:23][CH3:24])=[O:22])=[CH:19][CH:18]=2)=[N:14][CH:15]=1)=[O:8]. The catalyst is C(O)C. The product is [NH:2]([C:6](=[O:27])[C:7]([NH:9][C:10]1[CH:11]=[CH:12][C:13]([O:16][C:17]2[CH:18]=[CH:19][C:20]([C:21]([O:23][CH3:24])=[O:22])=[CH:25][CH:26]=2)=[N:14][CH:15]=1)=[O:8])[NH2:3]. The yield is 0.950.